This data is from Forward reaction prediction with 1.9M reactions from USPTO patents (1976-2016). The task is: Predict the product of the given reaction. (1) Given the reactants [CH2:1]([C:5]1([CH:9]([OH:30])/[CH:10]=[CH:11]/[C@H:12]2[C@H:16](C)[O:15][C:14](=[O:18])[N:13]2[CH2:19][CH2:20][S:21][C:22]2[S:23][CH:24]=[C:25]([C:27]([OH:29])=[O:28])[N:26]=2)CC[CH2:6]1)[CH2:2][CH2:3][CH3:4].[C:31]([O-])(=O)[CH3:32].[Na+].[CH2:36](O)C, predict the reaction product. The product is: [OH:30][C@@H:9]([C:5]([CH3:6])([CH3:36])[CH2:1][CH2:2][CH2:3][CH3:4])/[CH:10]=[CH:11]/[C@H:12]1[CH2:16][O:15][C:14](=[O:18])[N:13]1[CH2:19][CH2:20][S:21][C:22]1[S:23][CH:24]=[C:25]([C:27]([O:29][CH2:31][CH3:32])=[O:28])[N:26]=1. (2) Given the reactants [NH2:1][C:2]1[N:7]=[C:6](S(C)(=O)=O)[C:5]([C:12]#[N:13])=[C:4]([C:14]2[CH:19]=[CH:18][CH:17]=[CH:16][CH:15]=2)[N:3]=1.[C:20]1([CH2:26][CH2:27][NH2:28])[CH:25]=[CH:24][CH:23]=[CH:22][CH:21]=1, predict the reaction product. The product is: [NH2:1][C:2]1[N:7]=[C:6]([NH:28][CH2:27][CH2:26][C:20]2[CH:25]=[CH:24][CH:23]=[CH:22][CH:21]=2)[C:5]([C:12]#[N:13])=[C:4]([C:14]2[CH:19]=[CH:18][CH:17]=[CH:16][CH:15]=2)[N:3]=1. (3) Given the reactants [Cl:1][S:2]([OH:5])(=O)=[O:3].[CH2:6]1[C:15]2[C:10](=[CH:11][CH:12]=[CH:13][CH:14]=2)[CH2:9][CH2:8][C:7]1=[O:16], predict the reaction product. The product is: [O:16]=[C:7]1[CH2:6][C:15]2[CH:14]=[C:13]([S:2]([Cl:1])(=[O:5])=[O:3])[CH:12]=[CH:11][C:10]=2[CH2:9][CH2:8]1.